This data is from Full USPTO retrosynthesis dataset with 1.9M reactions from patents (1976-2016). The task is: Predict the reactants needed to synthesize the given product. The reactants are: C[O:2][C:3](=[O:32])[CH2:4][C:5]1[CH:10]=[CH:9][CH:8]=[C:7]([O:11][CH2:12][CH2:13][NH:14][CH2:15][CH2:16][CH:17]2[CH2:21][CH2:20][N:19]([C:22]3[S:23][C:24]4[CH:30]=[C:29]([Cl:31])[CH:28]=[CH:27][C:25]=4[N:26]=3)[CH2:18]2)[CH:6]=1.[OH-].[Na+].O1CCCC1. Given the product [Cl:31][C:29]1[CH:28]=[CH:27][C:25]2[N:26]=[C:22]([N:19]3[CH2:20][CH2:21][CH:17]([CH2:16][CH2:15][NH:14][CH2:13][CH2:12][O:11][C:7]4[CH:6]=[C:5]([CH2:4][C:3]([OH:32])=[O:2])[CH:10]=[CH:9][CH:8]=4)[CH2:18]3)[S:23][C:24]=2[CH:30]=1, predict the reactants needed to synthesize it.